From a dataset of Full USPTO retrosynthesis dataset with 1.9M reactions from patents (1976-2016). Predict the reactants needed to synthesize the given product. (1) Given the product [CH:10]1([CH2:9][O:8][C:6]2[N:5]=[C:4]([C:13]([O:15][CH3:16])=[O:14])[CH:3]=[C:2]([C:25]3[CH:26]=[N:27][C:22]([NH:21][C:20]([NH:19][CH2:17][CH3:18])=[O:42])=[CH:23][C:24]=3[C:31]3[S:32][CH:33]=[C:34]([C:36]4[CH:41]=[CH:40][CH:39]=[CH:38][CH:37]=4)[N:35]=3)[CH:7]=2)[CH2:12][CH2:11]1, predict the reactants needed to synthesize it. The reactants are: Cl[C:2]1[CH:7]=[C:6]([O:8][CH2:9][CH:10]2[CH2:12][CH2:11]2)[N:5]=[C:4]([C:13]([O:15][CH3:16])=[O:14])[CH:3]=1.[CH2:17]([NH:19][C:20](=[O:42])[NH:21][C:22]1[N:27]=[CH:26][C:25](B(O)O)=[C:24]([C:31]2[S:32][CH:33]=[C:34]([C:36]3[CH:41]=[CH:40][CH:39]=[CH:38][CH:37]=3)[N:35]=2)[CH:23]=1)[CH3:18].O1CCOCC1.C(=O)(O)[O-].[Na+]. (2) Given the product [F:10][C:11]1[CH:16]=[C:15]([F:17])[CH:14]=[CH:13][C:12]=1[O:18][CH:2]([CH2:6][CH2:7][CH2:8][CH3:9])[C:3]([OH:5])=[O:4].[F:10][C:11]1[CH:16]=[C:15]([F:17])[CH:14]=[CH:13][C:12]=1[O:18][CH:2]([CH2:6][CH2:7][CH2:8][CH3:9])[C:3]([NH:19][C:20]1[S:21][CH:22]=[CH:23][N:24]=1)=[O:4], predict the reactants needed to synthesize it. The reactants are: Br[CH:2]([CH2:6][CH2:7][CH2:8][CH3:9])[C:3]([OH:5])=[O:4].[F:10][C:11]1[CH:16]=[C:15]([F:17])[CH:14]=[CH:13][C:12]=1[OH:18].[NH2:19][C:20]1[S:21][CH:22]=[CH:23][N:24]=1. (3) Given the product [CH3:1][C:2]1[CH:31]=[CH:30][C:5]2[C:6](=[O:29])[N:7]=[C:8]([C:10]3[N:15]=[C:14]([CH2:16][CH2:17][C:18]([OH:20])=[O:19])[CH:13]=[C:12]([S:25]([CH3:28])(=[O:27])=[O:26])[CH:11]=3)[S:9][C:4]=2[CH:3]=1, predict the reactants needed to synthesize it. The reactants are: [CH3:1][C:2]1[CH:31]=[CH:30][C:5]2[C:6](=[O:29])[N:7]=[C:8]([C:10]3[N:15]=[C:14]([CH2:16][CH2:17][C:18]([O:20]C(C)(C)C)=[O:19])[CH:13]=[C:12]([S:25]([CH3:28])(=[O:27])=[O:26])[CH:11]=3)[S:9][C:4]=2[CH:3]=1. (4) The reactants are: [CH:1]1([C:7]2[C:8]3[CH:9]=[CH:10][C:11]([C:32]([O:34][CH3:35])=[O:33])=[CH:12][C:13]=3[N:14]3[C:21]=2[C:20]2[CH:22]=[CH:23][CH:24]=[C:25]([O:26][CH3:27])[C:19]=2[O:18][CH2:17][C@H:16]([CH2:28][CH2:29][NH:30][CH3:31])[CH2:15]3)[CH2:6][CH2:5][CH2:4][CH2:3][CH2:2]1.[C:36]([O:40][C:41]([N:43]([CH3:49])[CH2:44][CH2:45][C:46]([OH:48])=O)=[O:42])([CH3:39])([CH3:38])[CH3:37]. Given the product [C:36]([O:40][C:41]([N:43]([CH3:49])[CH2:44][CH2:45][C:46]([N:30]([CH3:31])[CH2:29][CH2:28][C@@H:16]1[CH2:15][N:14]2[C:13]3[CH:12]=[C:11]([C:32]([O:34][CH3:35])=[O:33])[CH:10]=[CH:9][C:8]=3[C:7]([CH:1]3[CH2:2][CH2:3][CH2:4][CH2:5][CH2:6]3)=[C:21]2[C:20]2[CH:22]=[CH:23][CH:24]=[C:25]([O:26][CH3:27])[C:19]=2[O:18][CH2:17]1)=[O:48])=[O:42])([CH3:37])([CH3:38])[CH3:39], predict the reactants needed to synthesize it.